This data is from Full USPTO retrosynthesis dataset with 1.9M reactions from patents (1976-2016). The task is: Predict the reactants needed to synthesize the given product. Given the product [BrH:19].[NH:16]1[CH2:15][CH2:14][CH:13]([NH:12][C:9]2[O:10][C:11]3[C:3]([OH:2])=[CH:4][CH:5]=[CH:6][C:7]=3[N:8]=2)[CH2:18][CH2:17]1, predict the reactants needed to synthesize it. The reactants are: C[O:2][C:3]1[C:11]2[O:10][C:9]([NH:12][CH:13]3[CH2:18][CH2:17][NH:16][CH2:15][CH2:14]3)=[N:8][C:7]=2[CH:6]=[CH:5][CH:4]=1.[BrH:19].